Dataset: Full USPTO retrosynthesis dataset with 1.9M reactions from patents (1976-2016). Task: Predict the reactants needed to synthesize the given product. (1) Given the product [ClH:28].[NH2:7][C:8]1[S:9][C:10]([C:13]2[CH:18]=[CH:17][N:16]=[C:15]([NH:19][C:20]3[CH:21]=[C:22]([CH3:26])[CH:23]=[CH:24][CH:25]=3)[N:14]=2)=[CH:11][CH:12]=1, predict the reactants needed to synthesize it. The reactants are: C(OC(=O)[NH:7][C:8]1[S:9][C:10]([C:13]2[CH:18]=[CH:17][N:16]=[C:15]([NH:19][C:20]3[CH:21]=[C:22]([CH3:26])[CH:23]=[CH:24][CH:25]=3)[N:14]=2)=[CH:11][CH:12]=1)(C)(C)C.[ClH:28].C(O)(C(F)(F)F)=O. (2) Given the product [F:10][C:8]1[CH:7]=[CH:6][C:3]([C:4]#[N:5])=[C:2]([NH:11][CH:12]2[CH2:17][CH2:16][O:15][CH2:14][CH2:13]2)[CH:9]=1, predict the reactants needed to synthesize it. The reactants are: F[C:2]1[CH:9]=[C:8]([F:10])[CH:7]=[CH:6][C:3]=1[C:4]#[N:5].[NH2:11][CH:12]1[CH2:17][CH2:16][O:15][CH2:14][CH2:13]1.CCN(C(C)C)C(C)C.[NH4+].[Cl-]. (3) Given the product [C:15]([O:14][C:12]([N:5]1[C:4]2[N:3]=[C:2]([CH2:1][C:19]([O:20][CH2:21][CH3:22])=[O:23])[CH:11]=[CH:10][C:9]=2[CH2:8][CH2:7][CH2:6]1)=[O:13])([CH3:18])([CH3:17])[CH3:16], predict the reactants needed to synthesize it. The reactants are: [CH3:1][C:2]1[CH:11]=[CH:10][C:9]2[CH2:8][CH2:7][CH2:6][N:5]([C:12]([O:14][C:15]([CH3:18])([CH3:17])[CH3:16])=[O:13])[C:4]=2[N:3]=1.[C:19](=O)([O:23]CC)[O:20][CH2:21][CH3:22].[Li+].CC([N-]C(C)C)C. (4) Given the product [CH3:27][N:28]([CH2:2][CH2:3][CH2:4][N:5]1[C:13]2[C:8](=[CH:9][CH:10]=[C:11]([C:14]3[CH:18]=[CH:17][S:16][CH:15]=3)[CH:12]=2)[CH:7]=[N:6]1)[CH3:29], predict the reactants needed to synthesize it. The reactants are: Cl[CH2:2][CH2:3][CH2:4][N:5]1[C:13]2[C:8](=[CH:9][CH:10]=[C:11]([C:14]3[CH:18]=[CH:17][S:16][CH:15]=3)[CH:12]=2)[CH:7]=[N:6]1.[I-].[K+].C(=O)([O-])[O-].[K+].[K+].[CH3:27][NH:28][CH3:29]. (5) The reactants are: Cl[C:2]1[CH:7]=[C:6]([N:8]2[CH2:13][CH2:12][O:11][CH2:10][CH2:9]2)[N:5]2[N:14]=[C:15]([C:17]3[CH:22]=[CH:21][C:20]([Cl:23])=[CH:19][CH:18]=3)[CH:16]=[C:4]2[N:3]=1.C(=O)([O-])[O-].[K+].[K+].O.[NH2:31][NH2:32].[CH2:33](O)[CH3:34]. Given the product [Cl:23][C:20]1[CH:21]=[CH:22][C:17]([C:15]2[CH:16]=[C:4]3[N:3]=[C:2]([NH:31][N:32]=[CH:22][C:17]4[CH:15]=[CH:16][CH:4]=[C:33]([CH3:34])[CH:18]=4)[CH:7]=[C:6]([N:8]4[CH2:13][CH2:12][O:11][CH2:10][CH2:9]4)[N:5]3[N:14]=2)=[CH:18][CH:19]=1, predict the reactants needed to synthesize it. (6) Given the product [CH3:1][CH:2]1[CH2:7][C:6](=[O:8])[CH:5]([C:33](=[O:38])[C:27]2[CH:26]=[CH:22][C:21]([O:20][CH:17]([CH3:18])[CH3:19])=[CH:29][CH:28]=2)[C:4](=[O:9])[CH2:3]1, predict the reactants needed to synthesize it. The reactants are: [CH3:1][CH:2]1[CH2:7][C:6](=[O:8])[CH2:5][C:4](=[O:9])[CH2:3]1.C(N(CC)CC)C.[CH:17]([O:20][C:21]1[CH:29]=[CH:28][CH:27]=[CH:26][C:22]=1C(Cl)=O)([CH3:19])[CH3:18].FC1CC(C)C[C:33](=[O:38])C=1C(=O)C1C=CC(OCCC)=CC=1. (7) Given the product [OH:32][C:5]1[CH:6]=[CH:7][C:2]2[N:3]([CH:4]=1)[C:18]1[N:17]([C:14]3[CH:13]=[CH:12][C:11]([N+:8]([O-:10])=[O:9])=[CH:16][CH:15]=3)[C:19](=[O:20])[C:21]3[C:22]([C:23]=1[N:1]=2)=[CH:27][CH:28]=[CH:29][CH:30]=3, predict the reactants needed to synthesize it. The reactants are: [NH2:1][C:2]1[CH:7]=[CH:6][CH:5]=[CH:4][N:3]=1.[N+:8]([C:11]1[CH:16]=[CH:15][C:14]([N+:17]#[C-:18])=[CH:13][CH:12]=1)([O-:10])=[O:9].[CH:19]([C:21]1[CH:30]=[CH:29][CH:28]=[CH:27][C:22]=1[C:23](OC)=O)=[O:20].Cl(O)(=O)(=O)=[O:32].CC(C)([O-])C.[K+].Cl.